This data is from Experimentally validated miRNA-target interactions with 360,000+ pairs, plus equal number of negative samples. The task is: Binary Classification. Given a miRNA mature sequence and a target amino acid sequence, predict their likelihood of interaction. (1) The miRNA is mmu-miR-675-5p with sequence UGGUGCGGAAAGGGCCCACAGU. The protein sequence of the target gene is MDRETRTFAERYYRDLRDPVPSGGGGPTPSGVTFIQTPNAFSYADFVKGFLLPNLPCVFSSAFTEGWGSRRRWVTSEGKPDFEYLQQKYGDAVVPVANCGVREYNSNPKEHMSFRDYISYWKDYIQGSYSSSRGCLYLKDWHLCRDSLVNDLEDIFTLPVYFSSDWLNEFWDVLNVDDYRFVYAGPRGTWSPFHADIFRSFSWSVNICGKKKWLFFPPGEEEALRDCHGNLPYDVTSTELLDTHLYPKIQHHSLPIEVIQEPGEMVFVPSGWHHQVYNLDDTISINHNWVNGCNLPNMWH.... Result: 0 (no interaction). (2) The miRNA is hsa-miR-761 with sequence GCAGCAGGGUGAAACUGACACA. The protein sequence of the target gene is MPVVRKIFRRRRGDSESEEDEQDSEEVRLKLEETREVQNLRKRPNGVSAVALLVGEKVQEETTLVDDPFQMKTGGMVDMKKLKERGKDKISEEEDLHLGTSFSAETNRRDEDADMMKYIETELKKRKGIVEHEEQKVKPKNAEDCLYELPENIRVSSAKKTEEMLSNQMLSGIPEVDLGIDAKIKNIISTEDAKARLLAEQQNKKKDSETSFVPTNMAVNYVQHNRFYHEELNAPIRRNKEEPKARPLRVGDTEKPEPERSPPNRKRPANEKATDDYHYEKFKKMNRRY. Result: 1 (interaction). (3) The miRNA is hsa-miR-6072 with sequence UCCUCAUCACACUGCACCUUAG. The protein sequence of the target gene is MANSAKAEEYEKMSLEQAKASVNSETESSFNINENTTASGTGLSEKTSVCRQVDIARKRKEFEDDLVKESSSCGKDTPSKKRKLDPEIVPEEKDCGDAEGNSKKRKRETEDVPKDKSSTGDGTQNKRKIALEDVPEKQKNLEEGHSSTVAAHYNELQEVGLEKRSQSRIFYLRNFNNWMKSVLIGEFLEKVRQKKKRDITVLDLGCGKGGDLLKWKKGRINKLVCTDIADVSVKQCQQRYEDMKNRRDSEYIFSAEFITADSSKELLIDKFRDPQMCFDICSCQFVCHYSFESYEQADMM.... Result: 0 (no interaction). (4) The miRNA is mmu-miR-15a-5p with sequence UAGCAGCACAUAAUGGUUUGUG. The protein sequence of the target gene is MNHMGMNHMEMHHHMGMNHTDDNITMPPHHHPTTSASHSHGGGDSMMMMPMTFYFDFKNVNLLFSGLVINTPGEMAGAFVAVFLLAMFYEGLKIAREGLLRKSQVSIRYNSMPVPGPNGTILMETHKTVGQQMLSFPHLLQTVLHIIQVVISYFLMLIFMTYNGYLCIAVAAGAGTGYFLFSWKKAVVVDITEHCH. Result: 1 (interaction). (5) The miRNA is hsa-miR-4524a-5p with sequence AUAGCAGCAUGAACCUGUCUCA. The protein sequence of the target gene is MSEFWHKLGCCVVEKPQPKKKRRRIDRTMIGEPMNFVHLTHIGSGEMGAGDGLAMTGAVQEQMRSKGNHRDRPWSNSRAL. Result: 0 (no interaction). (6) The miRNA is hsa-miR-4652-5p with sequence AGGGGACUGGUUAAUAGAACUA. The protein sequence of the target gene is MNEMSSFLHIGDIVSLYAEGSVNGFISTLGLVDDRCVVEPAAGDLDNPPKKFRDCLFKVCPMNRYSAQKQYWKAKQTKQDKEKIADVVLLQKLQHAAQMEQKQNDTENKKVHGDVVKYGSVIQLLHMKSNKYLTVNKRLPALLEKNAMRVTLDATGNEGSWLFIQPFWKLRSNGDNVVVGDKVILNPVNAGQPLHASNYELSDNAGCKEVNSVNCNTSWKINLFMQFRDHLEEVLKGGDVVRLFHAEQEKFLTCDEYRGKLQVFLRTTLRQSATSATSSNALWEVEVVHHDPCRGGAGHW.... Result: 0 (no interaction). (7) The miRNA is hsa-miR-148b-5p with sequence AAGUUCUGUUAUACACUCAGGC. The protein sequence of the target gene is MAARTVIIDHGSGFLKAGTAGWNEPQMVFPNIVNYLPCKENPGPSYARRRVSLGIDICHPDTFSYPIERGRILNWEGVQYLWSFVLENHRREQEVPPVIITETPLREPADRKKMLEILFELLHVPSVLLADQLQMSLYASGLLTGVVVDSGYGLTRVQPFHQGRPLPASGKTLEFAGQDLSAYLLKSLFKEDCDRRCLFQLETVAVTQMNKCYVPQNLGEALDFRERQQSALDESNTYQLPDGSRVELTPMQRVAPEMFFSPQVFEQPGPSIPRAIVESVESCEISLRPLLVSHVMACGG.... Result: 1 (interaction). (8) The miRNA is hsa-miR-192-5p with sequence CUGACCUAUGAAUUGACAGCC. The protein sequence of the target gene is MIEKMQGSRMDEQRCSFPPPLKTEEDYIPYPSVHEVLGREGPFPLILLPQFGGYWIEGTNHEITSIPETEPLQSPTTKVKLECNPTARIYRKHFLGKEHFNYYSLDAALGHLVFSLKYDVIGDQEHLRLLLRTKCRTYHDVIPISCLTEFPNVVQMAKLVCEDVNVDRFYPVLYPKASRLIVTFDEHVISNNFKFGVIYQKLGQTSEEELFSTNEESPAFVEFLEFLGQKVKLQDFKGFRGGLDVTHGQTGTESVYCNFRNKEIMFHVSTKLPYTEGDAQQLQRKRHIGNDIVAVVFQDE.... Result: 1 (interaction). (9) The miRNA is hsa-miR-4668-3p with sequence GAAAAUCCUUUUUGUUUUUCCAG. The protein sequence of the target gene is MTQGKKKKRAANRSIMLAKKIIIKDGGTPQGIGSPSVYHAVIVIFLEFFAWGLLTAPTLVVLHETFPKHTFLMNGLIQGVKGLLSFLSAPLIGALSDVWGRKSFLLLTVFFTCAPIPLMKISPWWYFAVISVSGVFAVTFSVVFAYVADITQEHERSMAYGLVSATFAASLVTSPAIGAYLGRVYGDSLVVVLATAIALLDICFILVAVPESLPEKMRPASWGAPISWEQADPFASLKKVGQDSIVLLICITVFLSYLPEAGQYSSFFLYLRQIMKFSPESVAAFIAVLGILSIIAQTIV.... Result: 0 (no interaction).